This data is from Forward reaction prediction with 1.9M reactions from USPTO patents (1976-2016). The task is: Predict the product of the given reaction. The product is: [F:36][C:37]1[CH:38]=[C:39]([CH2:40][CH:15]([NH:14][C:12](=[O:13])[CH2:11][N:60]2[C:61]3[CH2:62][CH2:63][CH2:64][CH2:65][C:66]=3[C:58]([C:57]([F:56])([F:72])[F:71])=[N:59]2)[C:23]2[C:28]([C:29]3[CH:34]=[CH:33][CH:32]=[CH:31][C:30]=3[CH3:35])=[CH:27][CH:26]=[CH:25][N:24]=2)[CH:43]=[C:44]([F:46])[CH:45]=1. Given the reactants OC1C=C2C(C([CH2:11][C:12]([NH:14][CH:15]([C:23]3[C:28]([C:29]4[CH:34]=[CH:33][CH:32]=[CH:31][C:30]=4[CH3:35])=[CH:27][CH:26]=[CH:25][N:24]=3)CC3C=CC=CC=3)=[O:13])=CN2)=CC=1.[F:36][C:37]1[CH:38]=[C:39]([CH:43]=[C:44]([F:46])[CH:45]=1)[CH2:40][Mg]Cl.C([Mg]Cl)C1C=CC=CC=1.[F:56][C:57]([F:72])([F:71])[C:58]1[C:66]2[CH2:65][CH2:64][CH2:63][CH2:62][C:61]=2[N:60](CC(O)=O)[N:59]=1.OC1C=C2C(=CC=1)NC=C2CC(O)=O, predict the reaction product.